Dataset: Catalyst prediction with 721,799 reactions and 888 catalyst types from USPTO. Task: Predict which catalyst facilitates the given reaction. (1) Reactant: [Cl:1][C:2]1[CH:7]=[C:6]([Cl:8])[CH:5]=[CH:4][C:3]=1[C:9]1[C:18]([C:19]2[CH:24]=[CH:23][C:22]([F:25])=[CH:21][CH:20]=2)=[CH:17][C:12]([C:13]([O:15]C)=[O:14])=[C:11]([O:26][CH2:27][C:28]2[CH:33]=[CH:32][C:31]([F:34])=[C:30]([F:35])[CH:29]=2)[N:10]=1.[OH-].[Na+]. Product: [Cl:1][C:2]1[CH:7]=[C:6]([Cl:8])[CH:5]=[CH:4][C:3]=1[C:9]1[C:18]([C:19]2[CH:20]=[CH:21][C:22]([F:25])=[CH:23][CH:24]=2)=[CH:17][C:12]([C:13]([OH:15])=[O:14])=[C:11]([O:26][CH2:27][C:28]2[CH:33]=[CH:32][C:31]([F:34])=[C:30]([F:35])[CH:29]=2)[N:10]=1. The catalyst class is: 92. (2) Reactant: [CH2:1]([O:8][C:9](=[O:34])[N:10]([CH2:31][CH:32]=[CH2:33])[C:11]1[C:16](=[O:17])[N:15]2[C@H:18]([C:22](=[O:30])[NH:23][C:24]3[CH:29]=[CH:28][CH:27]=[CH:26][CH:25]=3)[CH2:19][CH:20]([CH3:21])[C:14]2=[N:13][CH:12]=1)[C:2]1[CH:7]=[CH:6][CH:5]=[CH:4][CH:3]=1.[Li+].C[Si]([N-][Si](C)(C)C)(C)C.Br[CH2:46][C:47]([O:49][C:50]([CH3:53])([CH3:52])[CH3:51])=[O:48]. Product: [C:50]([O:49][C:47](=[O:48])[CH2:46][C@@:20]1([CH3:21])[C:14]2=[N:13][CH:12]=[C:11]([N:10]([CH2:31][CH:32]=[CH2:33])[C:9]([O:8][CH2:1][C:2]3[CH:7]=[CH:6][CH:5]=[CH:4][CH:3]=3)=[O:34])[C:16](=[O:17])[N:15]2[C@@H:18]([C:22](=[O:30])[NH:23][C:24]2[CH:25]=[CH:26][CH:27]=[CH:28][CH:29]=2)[CH2:19]1)([CH3:53])([CH3:52])[CH3:51]. The catalyst class is: 1. (3) Product: [Br:12][CH2:8][CH2:7][CH:5]1[CH2:4][O:3][C:2]([CH3:10])([CH3:1])[O:6]1. The catalyst class is: 4. Reactant: [CH3:1][C:2]1([CH3:10])[O:6][CH:5]([CH2:7][CH2:8]O)[CH2:4][O:3]1.C(Br)(Br)(Br)[Br:12].C1(P(C2C=CC=CC=2)C2C=CC=CC=2)C=CC=CC=1.C(Br)(Br)Br. (4) Product: [Cl:2][C:3]1[CH:4]=[C:5]2[C:9](=[CH:10][CH:11]=1)[NH:8][CH:7]=[C:6]2[CH2:12][CH2:13][NH:14][C:21]([C:20]1[S:19][C:18]([C:24]2[CH:29]=[N:28][CH:27]=[CH:26][N:25]=2)=[N:17][C:16]=1[CH3:15])=[O:22]. Reactant: Cl.[Cl:2][C:3]1[CH:4]=[C:5]2[C:9](=[CH:10][CH:11]=1)[NH:8][CH:7]=[C:6]2[CH2:12][CH2:13][NH2:14].[CH3:15][C:16]1[N:17]=[C:18]([C:24]2[CH:29]=[N:28][CH:27]=[CH:26][N:25]=2)[S:19][C:20]=1[C:21](Cl)=[O:22].C(N(CC)CC)C.C(OCC)(=O)C. The catalyst class is: 4. (5) The catalyst class is: 16. Product: [CH3:1][C:2]1([CH3:33])[CH2:10][C:9]2[N:8]([C:11]3[CH:18]=[C:17]([NH:19][C@H:20]4[CH2:25][CH2:24][CH2:23][CH2:22][C@@H:21]4[OH:26])[C:14]([C:15]([NH2:16])=[O:34])=[C:13]([F:27])[CH:12]=3)[N:7]=[C:6]([C:28]([F:30])([F:31])[F:29])[C:5]=2[C:4](=[O:32])[CH2:3]1. Reactant: [CH3:1][C:2]1([CH3:33])[CH2:10][C:9]2[N:8]([C:11]3[CH:18]=[C:17]([NH:19][C@H:20]4[CH2:25][CH2:24][CH2:23][CH2:22][C@@H:21]4[OH:26])[C:14]([C:15]#[N:16])=[C:13]([F:27])[CH:12]=3)[N:7]=[C:6]([C:28]([F:31])([F:30])[F:29])[C:5]=2[C:4](=[O:32])[CH2:3]1.[OH-:34].[Na+].OO.O. (6) Reactant: [CH3:1][CH:2]1[CH2:7][CH2:6][C:5](=[O:8])[CH2:4][CH2:3]1.OO.[Se](=O)=[O:12]. Product: [CH3:1][CH:2]1[CH2:3][CH2:4][CH:6]([C:5]([OH:8])=[O:12])[CH2:7]1. The catalyst class is: 218. (7) Reactant: C(Cl)(=O)C(Cl)=O.CS(C)=O.[OH:11][CH:12]([C:21]1[CH:22]=[C:23]2[C:27](=[CH:28][CH:29]=1)[N:26]([CH2:30][O:31][CH2:32][CH2:33][Si:34]([CH3:37])([CH3:36])[CH3:35])[CH:25]=[CH:24]2)[C:13]1[CH:20]=[CH:19][CH:18]=[CH:17][C:14]=1[C:15]#[N:16].C(N(CC)CC)C. The catalyst class is: 4. Product: [CH3:35][Si:34]([CH3:37])([CH3:36])[CH2:33][CH2:32][O:31][CH2:30][N:26]1[C:27]2[C:23](=[CH:22][C:21]([C:12]([C:13]3[CH:20]=[CH:19][CH:18]=[CH:17][C:14]=3[C:15]#[N:16])=[O:11])=[CH:29][CH:28]=2)[CH:24]=[CH:25]1. (8) Reactant: [O:1]1[CH2:6][CH2:5][N:4]([CH2:7][C:8]([O:10]C)=O)[CH2:3][CH2:2]1.O.[NH2:13][NH2:14]. The catalyst class is: 8. Product: [O:1]1[CH2:6][CH2:5][N:4]([CH2:7][C:8]([NH:13][NH2:14])=[O:10])[CH2:3][CH2:2]1. (9) Reactant: [CH3:1][C:2]1([CH3:19])[O:7][CH2:6][CH:5]([CH2:8][O:9][C:10]2[CH:15]=[CH:14][N+:13]([O-])=[C:12]([CH3:17])[C:11]=2[CH3:18])[CH2:4][O:3]1.C(OC(=O)C)(=[O:22])C.[OH-].[Na+]. Product: [CH3:1][C:2]1([CH3:19])[O:7][CH2:6][CH:5]([CH2:8][O:9][C:10]2[CH:15]=[CH:14][N:13]=[C:12]([CH2:17][OH:22])[C:11]=2[CH3:18])[CH2:4][O:3]1. The catalyst class is: 5. (10) Reactant: Cl.O1CCOCC1.[O:8]1[CH2:13][CH2:12][N:11]([C:14]2[CH:15]=[C:16]([C:21]3[CH:34]=[CH:33][CH:32]=[C:31]4[C:22]=3[O:23][C:24]3[CH:25]=[CH:26][C:27]([NH:35][CH:36]5[CH2:41][CH2:40][CH2:39][N:38](C(OC(C)(C)C)=O)[CH2:37]5)=[CH:28][C:29]=3[S:30]4)[NH:17][C:18](=[O:20])[CH:19]=2)[CH2:10][CH2:9]1.C(=O)([O-])[O-].[Na+].[Na+]. Product: [O:8]1[CH2:9][CH2:10][N:11]([C:14]2[CH:15]=[C:16]([C:21]3[C:22]4[O:23][C:24]5[C:29](=[CH:28][C:27]([NH:35][CH:36]6[CH2:41][CH2:40][CH2:39][NH:38][CH2:37]6)=[CH:26][CH:25]=5)[S:30][C:31]=4[CH:32]=[CH:33][CH:34]=3)[NH:17][C:18](=[O:20])[CH:19]=2)[CH2:12][CH2:13]1. The catalyst class is: 5.